Dataset: Reaction yield outcomes from USPTO patents with 853,638 reactions. Task: Predict the reaction yield, written as a fraction of the theoretical maximum amount of product (1.0 means a 100% yield; for example, 0.34 means a 34% yield). (1) The reactants are [O:1]=[C:2]1[CH2:11][CH2:10][CH2:9][C:8]2[CH:7]=[C:6]([C:12]([OH:14])=[O:13])[CH:5]=[CH:4][C:3]1=2.[CH3:15][Si](C=[N+]=[N-])(C)C. The catalyst is CO.C1(C)C=CC=CC=1. The product is [O:1]=[C:2]1[CH2:11][CH2:10][CH2:9][C:8]2[CH:7]=[C:6]([C:12]([O:14][CH3:15])=[O:13])[CH:5]=[CH:4][C:3]1=2. The yield is 0.998. (2) The reactants are C(#N)C.Cl[C:5]1[N:10]=[C:9]([CH3:11])[N:8]=[C:7]([NH:12][C:13]2[S:14][C:15]([C:18]([NH:20][C:21]3[C:26]([CH3:27])=[CH:25][CH:24]=[CH:23][C:22]=3[Cl:28])=[O:19])=[CH:16][N:17]=2)[CH:6]=1.[OH:29][CH2:30][CH2:31][N:32]1[CH2:37][CH2:36][NH:35][CH2:34][CH2:33]1.C(N(CC)CC)C. The catalyst is CCCC[N+](CCCC)(CCCC)CCCC.[Br-].O. The product is [CH3:27][C:26]1[CH:25]=[CH:24][CH:23]=[C:22]([Cl:28])[C:21]=1[NH:20][C:18]([C:15]1[S:14][C:13]([NH:12][C:7]2[CH:6]=[C:5]([N:35]3[CH2:36][CH2:37][N:32]([CH2:31][CH2:30][OH:29])[CH2:33][CH2:34]3)[N:10]=[C:9]([CH3:11])[N:8]=2)=[N:17][CH:16]=1)=[O:19].[OH2:19]. The yield is -0.930. (3) The reactants are FC(F)(F)C([NH:5][C:6]1[N:7]=[C:8]2[CH:13]=[CH:12][C:11]([I:14])=[CH:10][N:9]2[CH:15]=1)=O.C([O-])([O-])=O.[K+].[K+]. The catalyst is C1COCC1.CO.CCOC(C)=O.O. The product is [I:14][C:11]1[CH:12]=[CH:13][C:8]2[N:9]([CH:15]=[C:6]([NH2:5])[N:7]=2)[CH:10]=1. The yield is 0.510. (4) The reactants are [OH:1][NH:2][C:3]([C:5]1[CH:6]=[CH:7][C:8]2[O:12][C:11]([CH3:13])=[CH:10][C:9]=2[CH:14]=1)=[NH:4].[CH2:15]([O:17][C:18]1[CH:19]=[C:20]([CH:24]=[CH:25][C:26]=1[O:27][CH2:28][CH3:29])[C:21](O)=O)[CH3:16].ONC(=N)C1C=CC(OC(C)C)=C(I)C=1.ClC1C=C(C=CC=1OCCC)C(O)=O. No catalyst specified. The product is [CH2:15]([O:17][C:18]1[CH:19]=[C:20]([C:21]2[O:1][N:2]=[C:3]([C:5]3[CH:6]=[CH:7][C:8]4[O:12][C:11]([CH3:13])=[CH:10][C:9]=4[CH:14]=3)[N:4]=2)[CH:24]=[CH:25][C:26]=1[O:27][CH2:28][CH3:29])[CH3:16]. The yield is 0.0600. (5) The reactants are [C:1]([O:5][C:6]([N:8]([CH3:14])[CH2:9][CH2:10][C:11]([OH:13])=[O:12])=[O:7])([CH3:4])([CH3:3])[CH3:2].[C:15]([O-])([O-])=O.[K+].[K+].CI. The catalyst is CN(C=O)C. The product is [C:1]([O:5][C:6]([N:8]([CH3:14])[CH2:9][CH2:10][C:11]([O:13][CH3:15])=[O:12])=[O:7])([CH3:4])([CH3:3])[CH3:2]. The yield is 0.920. (6) The reactants are [H-].[Na+].C(O[C:6](=O)[CH2:7][C:8]([O:10][C:11]([CH3:14])(C)C)=[O:9])C.ClC1[CH:22]=[CH:21][C:20]([N+:23]([O-:25])=[O:24])=[CH:19][N:18]=1. The catalyst is C1COCC1.CCOC(C)=O. The product is [CH2:11]([O:10][C:8](=[O:9])[CH2:7][C:6]1[CH:22]=[CH:21][C:20]([N+:23]([O-:25])=[O:24])=[CH:19][N:18]=1)[CH3:14]. The yield is 0.700. (7) The reactants are [F:1][C:2]1[CH:10]=[CH:9][C:5]([C:6]([OH:8])=[O:7])=[CH:4][C:3]=1[O:11][C:12]([F:15])([F:14])[F:13].[C:16](Cl)(=O)C. The product is [CH3:16][O:7][C:6](=[O:8])[C:5]1[CH:9]=[CH:10][C:2]([F:1])=[C:3]([O:11][C:12]([F:14])([F:13])[F:15])[CH:4]=1. The catalyst is CO. The yield is 0.750. (8) The reactants are [CH3:1][Mg]Br.[F:4][C:5]1[CH:6]=[C:7]2[C:12](=[C:13]([F:15])[CH:14]=1)[O:11][CH2:10][CH2:9][C:8]2=[O:16]. The catalyst is C1COCC1. The product is [F:4][C:5]1[CH:6]=[C:7]2[C:12](=[C:13]([F:15])[CH:14]=1)[O:11][CH2:10][CH2:9][C:8]2([CH3:1])[OH:16]. The yield is 0.840. (9) The reactants are [CH2:1]([O:8][C:9]1[N:10]=[N:11][C:12](Cl)=[CH:13][C:14]=1[O:15][CH2:16][C:17]1[CH:22]=[CH:21][CH:20]=[CH:19][CH:18]=1)[C:2]1[CH:7]=[CH:6][CH:5]=[CH:4][CH:3]=1.[C:24]([Si:26]([CH3:29])([CH3:28])[CH3:27])#[CH:25].C1CCN2C(=NCCC2)CC1. The catalyst is O1CCCC1.C(OCC)(=O)C.Cl[Pd](Cl)([P](C1C=CC=CC=1)(C1C=CC=CC=1)C1C=CC=CC=1)[P](C1C=CC=CC=1)(C1C=CC=CC=1)C1C=CC=CC=1.[Cu]I. The product is [CH2:1]([O:8][C:9]1[N:10]=[N:11][C:12]([C:25]#[C:24][Si:26]([CH3:29])([CH3:28])[CH3:27])=[CH:13][C:14]=1[O:15][CH2:16][C:17]1[CH:22]=[CH:21][CH:20]=[CH:19][CH:18]=1)[C:2]1[CH:7]=[CH:6][CH:5]=[CH:4][CH:3]=1. The yield is 0.700. (10) The reactants are [CH3:1][C:2]1[C:15]2[C:14]3[N:13]=[CH:12][CH:11]=[CH:10][C:9]=3[C:8]([NH2:16])=[N:7][C:6]=2[CH:5]=[CH:4][CH:3]=1.CNCCNC.C(=O)([O-])[O-].[Cs+].[Cs+].I[C:30]1[CH:35]=[CH:34][CH:33]=[CH:32][C:31]=1I. The catalyst is O.[Cu]I.CN1C(=O)CCC1. The product is [CH3:1][C:2]1[C:15]2[C:14]3[N:13]=[CH:12][CH:11]=[CH:10][C:9]=3[C:8]3=[N:16][C:30]4[CH:35]=[CH:34][CH:33]=[CH:32][C:31]=4[N:7]3[C:6]=2[CH:5]=[CH:4][CH:3]=1. The yield is 0.480.